From a dataset of Full USPTO retrosynthesis dataset with 1.9M reactions from patents (1976-2016). Predict the reactants needed to synthesize the given product. (1) Given the product [F:20][C:21]1[CH:22]=[C:23]2[C:27](=[CH:28][CH:29]=1)[NH:26][C:25]([CH:12]([C:13]1[CH:18]=[CH:17][CH:16]=[CH:15][CH:14]=1)[C:3]1[C:4](=[O:11])[N:5]3[C:9]([CH3:10])([CH2:8][CH2:7][CH2:6]3)[C:2]=1[OH:1])=[C:24]2[CH3:30], predict the reactants needed to synthesize it. The reactants are: [OH:1][C:2]1[C:9]2([CH3:10])[N:5]([CH2:6][CH2:7][CH2:8]2)[C:4](=[O:11])[CH:3]=1.[CH:12](=O)[C:13]1[CH:18]=[CH:17][CH:16]=[CH:15][CH:14]=1.[F:20][C:21]1[CH:22]=[C:23]2[C:27](=[CH:28][CH:29]=1)[NH:26][CH:25]=[C:24]2[CH3:30]. (2) Given the product [NH2:20][CH2:19][CH2:18][CH2:17][CH2:16][CH2:15][CH2:14][O:13][P:12]([O:11][CH2:10][CH:9]([NH:8][C:6]([O:5][C:1]([CH3:2])([CH3:3])[CH3:4])=[O:7])[C:40]([O:42][CH2:14][CH2:15][CH2:16][CH3:17])=[O:41])([OH:38])=[O:39], predict the reactants needed to synthesize it. The reactants are: [C:1]([O:5][C:6]([NH:8][CH:9]([C:40]([O:42]C(C)(C)C)=[O:41])[CH2:10][O:11][P:12](=[O:39])([OH:38])[O:13][CH2:14][CH2:15][CH2:16][CH2:17][CH2:18][CH2:19][NH:20]C(=O)OCC1C2C=CC=CC=2C2C1=CC=CC=2)=[O:7])([CH3:4])([CH3:3])[CH3:2].O. (3) Given the product [C:9](=[O:11])([OH:10])[NH2:1].[NH2:1][CH2:2][CH2:3][CH2:4][CH2:5][CH2:6][CH2:7][NH2:8], predict the reactants needed to synthesize it. The reactants are: [NH2:1][CH2:2][CH2:3][CH2:4][CH2:5][CH2:6][CH2:7][NH2:8].[C:9](=[O:11])=[O:10]. (4) Given the product [Cl:1][C:2]1[CH:3]=[C:4]([C:12]2([C:31]([F:34])([F:32])[F:33])[O:16][N:15]=[C:14]([C:17]3[CH:25]=[CH:24][C:20]([C:21]([N:69]4[CH2:73][C:72](=[O:74])[NH:71][CH2:70]4)=[O:22])=[C:19]([CH2:26][C:27]([F:28])([F:30])[F:29])[CH:18]=3)[CH2:13]2)[CH:5]=[C:6]([C:8]([F:9])([F:11])[F:10])[CH:7]=1, predict the reactants needed to synthesize it. The reactants are: [Cl:1][C:2]1[CH:3]=[C:4]([C:12]2([C:31]([F:34])([F:33])[F:32])[O:16][N:15]=[C:14]([C:17]3[CH:25]=[CH:24][C:20]([C:21](O)=[O:22])=[C:19]([CH2:26][C:27]([F:30])([F:29])[F:28])[CH:18]=3)[CH2:13]2)[CH:5]=[C:6]([C:8]([F:11])([F:10])[F:9])[CH:7]=1.CN(C(ON1N=NC2C=CC=NC1=2)=[N+](C)C)C.F[P-](F)(F)(F)(F)F.CCN(C(C)C)C(C)C.Cl.[NH:69]1[CH2:73][C:72](=[O:74])[NH:71][CH2:70]1. (5) Given the product [NH2:27][C:26]1[C:3]2[C:2](=[CH:25][CH:24]=[CH:23][C:4]=2[O:5][CH2:6][CH:7]2[CH2:8][CH2:9][NH:10][CH2:11][CH2:12]2)[N:1]=[C:29]([CH3:36])[C:30]=1[C:31]([O:33][CH2:34][CH3:35])=[O:32], predict the reactants needed to synthesize it. The reactants are: [NH2:1][C:2]1[C:3]([C:26]#[N:27])=[C:4]([CH:23]=[CH:24][CH:25]=1)[O:5][CH2:6][CH:7]1[CH2:12][CH2:11][N:10](C(OCC2C=CC=CC=2)=O)[CH2:9][CH2:8]1.O=[C:29]([CH3:36])[CH2:30][C:31]([O:33][CH2:34][CH3:35])=[O:32]. (6) Given the product [C:12]([O:1][C:2]1[CH:3]=[C:4]([CH3:11])[C:5]([CH:6]=[O:7])=[C:8]([CH3:10])[CH:9]=1)(=[O:14])[CH3:13], predict the reactants needed to synthesize it. The reactants are: [OH:1][C:2]1[CH:9]=[C:8]([CH3:10])[C:5]([CH:6]=[O:7])=[C:4]([CH3:11])[CH:3]=1.[C:12](OC(=O)C)(=[O:14])[CH3:13]. (7) Given the product [Cl:1][C:2]1[CH:10]=[C:9]2[C:5]([C:6]([C:13](=[O:14])[C:12]([F:23])([F:22])[F:11])=[CH:7][NH:8]2)=[CH:4][CH:3]=1, predict the reactants needed to synthesize it. The reactants are: [Cl:1][C:2]1[CH:10]=[C:9]2[C:5]([CH:6]=[CH:7][NH:8]2)=[CH:4][CH:3]=1.[F:11][C:12]([F:23])([F:22])[C:13](O[C:13](=[O:14])[C:12]([F:23])([F:22])[F:11])=[O:14].O. (8) Given the product [CH2:1]([O:3][C:4]([C:6]1[N:7]=[N:8][N:9]([CH2:18][C:17]2[CH:20]=[CH:21][C:14]([O:13][CH3:12])=[CH:15][CH:16]=2)[N:10]=1)=[O:5])[CH3:2], predict the reactants needed to synthesize it. The reactants are: [CH2:1]([O:3][C:4]([C:6]1[NH:10][N:9]=[N:8][N:7]=1)=[O:5])[CH3:2].[Na].[CH3:12][O:13][C:14]1[CH:21]=[CH:20][C:17]([CH2:18]Br)=[CH:16][CH:15]=1.C(N(CC)CC)C. (9) Given the product [NH:1]1[C:9]2[C:4](=[CH:5][CH:6]=[CH:7][CH:8]=2)[C:3](/[CH:10]=[CH:11]/[C:12]2[CH:13]=[CH:14][C:15]([C:16]([N:21]3[CH2:25][CH2:24][C@@H:23]([NH2:26])[CH2:22]3)=[O:18])=[CH:19][CH:20]=2)=[N:2]1, predict the reactants needed to synthesize it. The reactants are: [NH:1]1[C:9]2[C:4](=[CH:5][CH:6]=[CH:7][CH:8]=2)[C:3](/[CH:10]=[CH:11]/[C:12]2[CH:20]=[CH:19][C:15]([C:16]([OH:18])=O)=[CH:14][CH:13]=2)=[N:2]1.[NH:21]1[CH2:25][CH2:24][C@@H:23]([NH:26]C(=O)OC(C)(C)C)[CH2:22]1.O.ON1C2C=CC=CC=2N=N1.Cl.C(N=C=NCCCN(C)C)C.CN1CCOCC1.Cl.